Dataset: Human Reference Interactome with 51,813 positive PPI pairs across 8,248 proteins, plus equal number of experimentally-validated negative pairs. Task: Binary Classification. Given two protein amino acid sequences, predict whether they physically interact or not. (1) Protein 1 (ENSG00000166261) has sequence MATAVEPEDQDLWEEEGILMVKLEDDFTCRPESVLQRDDPVLETSHQNFRRFRYQEAASPREALIRLRELCHQWLRPERRTKEQILELLVLEQFLTVLPGELQSWVRGQRPESGEEAVTLVEGLQKQPRRPRRWVTVHVHGQEVLSEETVHLGVEPESPNELQDPVQSSTPEQSPEETTQSPDLGAPAEQRPHQEEELQTLQESEVPVPEDPDLPAERSSGDSEMVALLTALSQGLVTFKDVAVCFSQDQWSDLDPTQKEFYGEYVLEEDCGIVVSLSFPIPRPDEISQVREEEPWVPDI.... Protein 2 (ENSG00000183621) has sequence MDSESNIPSGTIQSRKGLQNKSQFRTIAPKIVPKVLTSRMLPCHSPSRSDQVNLGPSINSKLLGMSTQNYALMQVAGQEGTFSLVALPHVASAQPIQKPRMSLPENLKLPIPRYQPPRNSKASRKKPILIFPKSGCSKAPAQTQMCPQMSPSPPHHPELLYKPSPFEEVPSLEQAPASISTAALTNGSDHGDLRPPVTNTHGSLNPPATPASSTPEEPAKQDLTALSGKAHFVSKITSSKPSAVASEKFKEQVDLAKTMTNLSPTILGNAVQLISSVPKGKLPIPPYSRMKTMEVYKIKS.... Result: 1 (the proteins interact). (2) Protein 1 (ENSG00000112186) has sequence MANMQGLVERLERAVSRLESLSAESHRPPGNCGEVNGVIAGVAPSVEAFDKLMDSMVAEFLKNSRILAGDVETHAEMVHSAFQAQRAFLLMASQYQQPHENDVAALLKPISEKIQEIQTFRERNRGSNMFNHLSAVSESIPALGWIAVSPKPGPYVKEMNDAATFYTNRVLKDYKHSDLRHVDWVKSYLNIWSELQAYIKEHHTTGLTWSKTGPVASTVSAFSVLSSGPGLPPPPPPLPPPGPPPLFENEGKKEESSPSRSALFAQLNQGEAITKGLRHVTDDQKTYKNPSLRAQGGQTQ.... Protein 2 (ENSG00000112186) has sequence MANMQGLVERLERAVSRLESLSAESHRPPGNCGEVNGVIAGVAPSVEAFDKLMDSMVAEFLKNSRILAGDVETHAEMVHSAFQAQRAFLLMASQYQQPHENDVAALLKPISEKIQEIQTFRERNRGSNMFNHLSAVSESIPALGWIAVSPKPGPYVKEMNDAATFYTNRVLKDYKHSDLRHVDWVKSYLNIWSELQAYIKEHHTTGLTWSKTGPVASTVSAFSVLSSGPGLPPPPPPLPPPGPPPLFENEGKKEESSPSRSALFAQLNQGEAITKGLRHVTDDQKTYKNPSLRAQGGQTQ.... Result: 1 (the proteins interact). (3) Protein 2 (ENSG00000147872) has sequence MASVAVDPQPSVVTRVVNLPLVSSTYDLMSSAYLSTKDQYPYLKSVCEMAENGVKTITSVAMTSALPIIQKLEPQIAVANTYACKGLDRIEERLPILNQPSTQIVANAKGAVTGAKDAVTTTVTGAKDSVASTITGVMDKTKGAVTGSVEKTKSVVSGSINTVLGSRMMQLVSSGVENALTKSELLVEQYLPLTEEELEKEAKKVEGFDLVQKPSYYVRLGSLSTKLHSRAYQQALSRVKEAKQKSQQTISQLHSTVHLIEFARKNVYSANQKIQDAQDKLYLSWVEWKRSIGYDDTDES.... Protein 1 (ENSG00000148690) has sequence MHGHGGYDSDFSDDERCGESSKRKKRTVEDDLLLQKPFQKEKHGKVAHKQVAAELLDREEARNRRFHLIAMDAYQRHTKFVNDYILYYGGKKEDFKRLGENDKTDLDVIRENHRFLWNEEDEMDMTWEKRLAKKYYDKLFKEYCIADLSKYKENKFGFRWRVEKEVISGKGQFFCGNKYCDKKEGLKSWEVNFGYIEHGEKRNALVKLRLCQECSIKLNFHHRRKEIKSKKRKDKTKKDCEESSHKKSRLSSAEEASKKKDKGHSSSKKSEDSLLRNSDEEESASESELWKGPLPETDEK.... Result: 0 (the proteins do not interact). (4) Result: 1 (the proteins interact). Protein 1 (ENSG00000085733) has sequence MWKASAGHAVSIAQDDAGADDWETDPDFVNDVSEKEQRWGAKTVQGSGHQEHINIHKLRENVFQEHQTLKEKELETGPKASHGYGGKFGVEQDRMDKSAVGHEYQSKLSKHCSQVDSVRGFGGKFGVQMDRVDQSAVGFEYQGKTEKHASQKDYSSGFGGKYGVQADRVDKSAVGFDYQGKTEKHESQRDYSKGFGGKYGIDKDKVDKSAVGFEYQGKTEKHESQKDYVKGFGGKFGVQTDRQDKCALGWDHQEKLQLHESQKDYKTGFGGKFGVQSERQDSAAVGFDYKEKLAKHESQQ.... Protein 2 (ENSG00000204131) has sequence MESMGMVYSVPSSCNGPTESTFSTSWKGDAFTYMTPSATSQSNQVNENGKNPSCGNSWVSLNKVPPLVPKEAATLLVARDNPAGCSGSAGYPERLIQQRHMPERPSKIGLLTSGTSRLETGPGGASRFRERSLSVPTDSGTTDVDYDEEQKANEACALPFASTSSEGSNSADNIASLSAQQEAQHRRQRSKSISLRKAKKKPSPPTRSVSLVKDEPGLLPEGGSALPKDQRPKSLCLSLEHQGHHSSHPDAQGHPAIPNHKDPESTQFSHHWYLTDWKSGDTYQSLSSSSTATGTTVIEC.... (5) Protein 1 (ENSG00000099625) has sequence MATAATTTTTTTATVALTTSWDNATGRPTAEPDPILDNYVLLVVVMSLFVGGTLVVLSGVLLLCKRCWDVHQRLNRAMEEAEKTTTTYLDNGTHPAQDPDFRGEDPECQDAETERFLSTSSTGRRVSFNEAALFEQSRKTQDKGRQGGWQSTAAGASGMGGGRALMARCCRRYTLTEGDFHHLKNARLTHLHLPPLKIVTIHECDSGEASSATTPHPATSPKATLAIFQPPGKALTGRSVGPSSALPGDPYNSAAGATDFAEISPSASSDSGEGTSLDAGTRSTKAGGPGAAAGPGEAGP.... Protein 2 (ENSG00000102312) has sequence MATFSRQEFFQQLLQGCLLPTAQQGLDQIWLLLAICLACRLLWRLGLPSYLKHASTVAGGFFSLYHFFQLHMVWVVLLSLLCYLVLFLCRHSSHRGVFLSVTILIYLLMGEMHMVDTVTWHKMRGAQMIVAMKAVSLGFDLDRGEVGTVPSPVEFMGYLYFVGTIVFGPWISFHSYLQAVQGRPLSCRWLQKVARSLALALLCLVLSTCVGPYLFPYFIPLNGDRLLRNKKRKARGTMVRWLRAYESAVSFHFSNYFVGFLSEATATLAGAGFTEEKDHLEWDLTVSKPLNVELPRSMVE.... Result: 1 (the proteins interact).